This data is from Forward reaction prediction with 1.9M reactions from USPTO patents (1976-2016). The task is: Predict the product of the given reaction. (1) Given the reactants [Si]([O:8][CH2:9][C@@H:10]([N:14]1[C:23]2[C:18](=[CH:19][C:20]([NH:27][CH2:28][C:29]3[CH:34]=[CH:33][C:32]([F:35])=[CH:31][CH:30]=3)=[C:21]([O:24][CH2:25][CH3:26])[N:22]=2)[C:17](=[O:36])[C:16]([C:37]([O:39]CC)=[O:38])=[CH:15]1)[CH:11]([CH3:13])[CH3:12])(C(C)(C)C)(C)C.O(C)[Na].O, predict the reaction product. The product is: [CH2:25]([O:24][C:21]1[N:22]=[C:23]2[C:18]([C:17](=[O:36])[C:16]([C:37]([OH:39])=[O:38])=[CH:15][N:14]2[C@@H:10]([CH:11]([CH3:13])[CH3:12])[CH2:9][OH:8])=[CH:19][C:20]=1[NH:27][CH2:28][C:29]1[CH:34]=[CH:33][C:32]([F:35])=[CH:31][CH:30]=1)[CH3:26]. (2) Given the reactants [Cl:1][C:2]1[CH:3]=[C:4]([CH:12]([CH2:18][C@H:19]2[CH2:39][CH2:38][C:21]3([O:25][C@H:24]([C:26]4[CH:31]=[CH:30][CH:29]=[CH:28][CH:27]=4)[C@@H:23]([C:32]4[CH:37]=[CH:36][CH:35]=[CH:34][CH:33]=4)[O:22]3)[CH2:20]2)[C:13]([O:15]CC)=[O:14])[CH:5]=[CH:6][C:7]=1[S:8]([CH3:11])(=[O:10])=[O:9].O1CCCC1.[OH-].[Na+], predict the reaction product. The product is: [Cl:1][C:2]1[CH:3]=[C:4]([CH:12]([CH2:18][C@H:19]2[CH2:39][CH2:38][C:21]3([O:22][C@H:23]([C:32]4[CH:37]=[CH:36][CH:35]=[CH:34][CH:33]=4)[C@@H:24]([C:26]4[CH:27]=[CH:28][CH:29]=[CH:30][CH:31]=4)[O:25]3)[CH2:20]2)[C:13]([OH:15])=[O:14])[CH:5]=[CH:6][C:7]=1[S:8]([CH3:11])(=[O:9])=[O:10]. (3) Given the reactants [Br:1][C:2]1[C:7]([N+:8]([O-])=O)=[CH:6][CH:5]=[CH:4][C:3]=1[CH3:11].Cl, predict the reaction product. The product is: [Br:1][C:2]1[C:3]([CH3:11])=[CH:4][CH:5]=[CH:6][C:7]=1[NH2:8]. (4) Given the reactants [CH3:1][O:2][C:3]1[N:8]2[N:9]=[C:10]([C:12]([F:15])([F:14])[F:13])[CH:11]=[C:7]2[C:6]([C:16](=[O:19])[CH2:17][CH3:18])=[CH:5][CH:4]=1.[CH2:20]([OH:27])[C:21]1[CH:26]=[CH:25][CH:24]=[CH:23][CH:22]=1, predict the reaction product. The product is: [CH2:20]([O:27][CH2:18][CH2:17][C:16]([C:6]1[C:7]2[N:8]([N:9]=[C:10]([C:12]([F:15])([F:13])[F:14])[CH:11]=2)[C:3]([O:2][CH3:1])=[CH:4][CH:5]=1)=[O:19])[C:21]1[CH:26]=[CH:25][CH:24]=[CH:23][CH:22]=1. (5) Given the reactants Cl[CH2:2][CH2:3][O:4][C:5]1[CH:10]=[CH:9][C:8]([C:11]2[O:12][CH:13]=[C:14]([CH2:16][C:17]([O:19][CH3:20])=[O:18])[N:15]=2)=[CH:7][CH:6]=1.[CH3:21][CH:22]1[CH2:26][CH2:25][CH2:24][NH:23]1.C(=O)([O-])[O-].[K+].[K+].[I-].[Na+], predict the reaction product. The product is: [CH3:21][CH:22]1[CH2:26][CH2:25][CH2:24][N:23]1[CH2:2][CH2:3][O:4][C:5]1[CH:10]=[CH:9][C:8]([C:11]2[O:12][CH:13]=[C:14]([CH2:16][C:17]([O:19][CH3:20])=[O:18])[N:15]=2)=[CH:7][CH:6]=1. (6) Given the reactants [Cl:1][C:2]1[C:11]2[C:6](=[CH:7][C:8]3[CH:15]=[C:14]([O:16][CH2:17][CH2:18][N:19]4[CH2:24][CH2:23][O:22][CH2:21][CH2:20]4)[C:13]([O:25][CH3:26])=[CH:12][C:9]=3[CH:10]=2)[N:5]=[CH:4][N:3]=1.[Br:27][C:28]1[CH:34]=[CH:33][C:31]([NH2:32])=[C:30]([F:35])[CH:29]=1.[ClH:36].N1C=CC=CC=1, predict the reaction product. The product is: [ClH:1].[ClH:36].[Br:27][C:28]1[CH:34]=[CH:33][C:31]([NH:32][C:2]2[C:11]3[C:6](=[CH:7][C:8]4[CH:15]=[C:14]([O:16][CH2:17][CH2:18][N:19]5[CH2:24][CH2:23][O:22][CH2:21][CH2:20]5)[C:13]([O:25][CH3:26])=[CH:12][C:9]=4[CH:10]=3)[N:5]=[CH:4][N:3]=2)=[C:30]([F:35])[CH:29]=1. (7) Given the reactants ClC1C=C(C=CC=1Cl)CN1CCOC(CN)C1.FC(F)(F)C([NH:22][CH2:23][CH:24]1[O:29][CH2:28][CH2:27][NH:26][CH2:25]1)=O.[F:32][C:33]1[CH:34]=[C:35]([CH:38]=[CH:39][C:40]=1[F:41])[CH2:36]Br, predict the reaction product. The product is: [F:32][C:33]1[CH:34]=[C:35]([CH:38]=[CH:39][C:40]=1[F:41])[CH2:36][N:26]1[CH2:27][CH2:28][O:29][CH:24]([CH2:23][NH2:22])[CH2:25]1.